From a dataset of Full USPTO retrosynthesis dataset with 1.9M reactions from patents (1976-2016). Predict the reactants needed to synthesize the given product. The reactants are: Br[C:2]1[C:7]([F:8])=[CH:6][CH:5]=[CH:4][N:3]=1.[F:9][C:10]1[CH:15]=[CH:14][C:13]([N+:16]([O-:18])=[O:17])=[CH:12][C:11]=1B1OC(C)(C)C(C)(C)O1. Given the product [F:8][C:7]1[C:2]([C:11]2[CH:12]=[C:13]([N+:16]([O-:18])=[O:17])[CH:14]=[CH:15][C:10]=2[F:9])=[N:3][CH:4]=[CH:5][CH:6]=1, predict the reactants needed to synthesize it.